Dataset: Peptide-MHC class II binding affinity with 134,281 pairs from IEDB. Task: Regression. Given a peptide amino acid sequence and an MHC pseudo amino acid sequence, predict their binding affinity value. This is MHC class II binding data. (1) The peptide sequence is VDRDTARRHLAEGKV. The MHC is DRB3_0301 with pseudo-sequence DRB3_0301. The binding affinity (normalized) is 0.296. (2) The MHC is HLA-DQA10501-DQB10302 with pseudo-sequence HLA-DQA10501-DQB10302. The binding affinity (normalized) is 0. The peptide sequence is ANEAVQDPKFWELVD. (3) The peptide sequence is GILQIVDKIDAAFKI. The binding affinity (normalized) is 0.576. The MHC is DRB1_0101 with pseudo-sequence DRB1_0101. (4) The peptide sequence is INEPTAAHIAYGLDR. The MHC is HLA-DQA10501-DQB10301 with pseudo-sequence HLA-DQA10501-DQB10301. The binding affinity (normalized) is 0.691. (5) The peptide sequence is VLAALFAGAWCVPKV. The MHC is HLA-DQA10101-DQB10501 with pseudo-sequence HLA-DQA10101-DQB10501. The binding affinity (normalized) is 0.415. (6) The peptide sequence is FRKEIGRMLNILNRR. The MHC is DRB1_0802 with pseudo-sequence DRB1_0802. The binding affinity (normalized) is 0.958. (7) The peptide sequence is KQQGIRYANPIAFFR. The MHC is DRB5_0101 with pseudo-sequence DRB5_0101. The binding affinity (normalized) is 0.862. (8) The MHC is HLA-DPA10103-DPB10401 with pseudo-sequence HLA-DPA10103-DPB10401. The binding affinity (normalized) is 0.755. The peptide sequence is LSYRSLQPETFAVVD. (9) The binding affinity (normalized) is 0.510. The peptide sequence is ILVGDNSFVSAISQT. The MHC is DRB3_0202 with pseudo-sequence DRB3_0202. (10) The peptide sequence is MASHIHLVIHRIRTL. The MHC is HLA-DQA10103-DQB10603 with pseudo-sequence HLA-DQA10103-DQB10603. The binding affinity (normalized) is 0.